Dataset: Reaction yield outcomes from USPTO patents with 853,638 reactions. Task: Predict the reaction yield, written as a fraction of the theoretical maximum amount of product (1.0 means a 100% yield; for example, 0.34 means a 34% yield). The yield is 0.200. The reactants are [NH2:1][N:2]1[C:10](=[O:11])[C:9]2[NH:8][CH:7]=[N:6][C:5]=2[N:4]([CH2:12][CH2:13][CH2:14][CH2:15][CH3:16])[C:3]1=[NH:17].[CH:18]([O-])([O-])OCC. The product is [CH2:12]([N:4]1[C:5]2[N:6]=[CH:7][NH:8][C:9]=2[C:10](=[O:11])[N:2]2[N:1]=[CH:18][N:17]=[C:3]12)[CH2:13][CH2:14][CH2:15][CH3:16]. No catalyst specified.